Dataset: Catalyst prediction with 721,799 reactions and 888 catalyst types from USPTO. Task: Predict which catalyst facilitates the given reaction. (1) Reactant: [NH2:1][C:2]1[N:3]=[CH:4][C:5]([C:12]2[CH:13]=[N:14][N:15]([CH:17]3[CH2:22][CH2:21][N:20]([C:23](=[O:25])[CH3:24])[CH2:19][CH2:18]3)[CH:16]=2)=[C:6]2[CH:10]=[C:9](Cl)[O:8][C:7]=12.[F:26][C:27]1[C:32]2[CH:33]=[N:34][S:35][C:31]=2[C:30](B2OC(C)(C)C(C)(C)O2)=[CH:29][CH:28]=1.[C:45](=O)([O-:47])[O-:46].[K+].[K+].O1CCOCC1. Product: [CH:45]([OH:47])=[O:46].[CH:45]([OH:47])=[O:46].[NH2:1][C:2]1[N:3]=[CH:4][C:5]([C:12]2[CH:13]=[N:14][N:15]([CH:17]3[CH2:22][CH2:21][N:20]([C:23](=[O:25])[CH3:24])[CH2:19][CH2:18]3)[CH:16]=2)=[C:6]2[CH:10]=[C:9]([C:30]3[C:31]4[S:35][N:34]=[CH:33][C:32]=4[C:27]([F:26])=[CH:28][CH:29]=3)[O:8][C:7]=12. The catalyst class is: 103. (2) Reactant: [Na].[C:2]([C:4]1[CH:5]=[C:6]2[C:11](=[CH:12][C:13]=1[OH:14])[N:10]=[CH:9][CH:8]=[C:7]2[O:15][C:16]1[CH:21]=[CH:20][C:19]([NH:22][C:23]([NH:25][C:26]2[CH:31]=[CH:30][C:29]([F:32])=[CH:28][CH:27]=2)=[O:24])=[C:18]([F:33])[CH:17]=1)#[N:3].C(=O)([O-])[O-].[K+].[K+].Cl.Cl[CH2:42][CH:43]1[CH2:48][CH2:47][CH2:46][N:45]([CH3:49])[CH2:44]1.O. Product: [C:2]([C:4]1[CH:5]=[C:6]2[C:11](=[CH:12][C:13]=1[O:14][CH2:42][CH:43]1[CH2:48][CH2:47][CH2:46][N:45]([CH3:49])[CH2:44]1)[N:10]=[CH:9][CH:8]=[C:7]2[O:15][C:16]1[CH:21]=[CH:20][C:19]([NH:22][C:23]([NH:25][C:26]2[CH:31]=[CH:30][C:29]([F:32])=[CH:28][CH:27]=2)=[O:24])=[C:18]([F:33])[CH:17]=1)#[N:3]. The catalyst class is: 9. (3) Reactant: C([BH3-])#N.[Na+].[OH:5][CH:6]1[CH2:11][CH2:10][NH:9][CH2:8][CH2:7]1.[C:12]1(=O)[CH2:15][CH2:14][CH2:13]1. Product: [CH:12]1([N:9]2[CH2:10][CH2:11][CH:6]([OH:5])[CH2:7][CH2:8]2)[CH2:15][CH2:14][CH2:13]1. The catalyst class is: 5. (4) Product: [Cl:1][C:2]1[CH:7]=[CH:6][C:5]([C:8]2[CH:12]=[C:11]([F:13])[S:10][C:9]=2[CH2:14][OH:15])=[CH:4][CH:3]=1. The catalyst class is: 8. Reactant: [Cl:1][C:2]1[CH:7]=[CH:6][C:5]([C:8]2[CH:12]=[C:11]([F:13])[S:10][C:9]=2[CH2:14][O:15]C2CCCCO2)=[CH:4][CH:3]=1.CC1C=CC(S([O-])(=O)=O)=CC=1.C1C=C[NH+]=CC=1. (5) Reactant: [CH2:1]([O:3][C:4](=[O:24])[CH2:5][C:6]1[CH:11]=[CH:10][C:9]([N:12]2[C:21](=[O:22])[C:20]3[C:15](=[CH:16][CH:17]=[CH:18][CH:19]=3)[NH:14][C:13]2=[O:23])=[CH:8][CH:7]=1)[CH3:2].C([O-])([O-])=O.[K+].[K+].Br[CH2:32][C:33]([NH:35][C:36]1[CH:41]=[C:40]([Cl:42])[C:39]([O:43][CH3:44])=[CH:38][C:37]=1[O:45][CH3:46])=[O:34].CN(C=O)C. Product: [CH2:1]([O:3][C:4](=[O:24])[CH2:5][C:6]1[CH:11]=[CH:10][C:9]([N:12]2[C:21](=[O:22])[C:20]3[C:15](=[CH:16][CH:17]=[CH:18][CH:19]=3)[N:14]([CH2:32][C:33](=[O:34])[NH:35][C:36]3[CH:41]=[C:40]([Cl:42])[C:39]([O:43][CH3:44])=[CH:38][C:37]=3[O:45][CH3:46])[C:13]2=[O:23])=[CH:8][CH:7]=1)[CH3:2]. The catalyst class is: 6. (6) Reactant: Cl[C:2]1[N:7]=[C:6]([CH:8]([CH3:14])[C:9]([O:11][CH2:12][CH3:13])=[O:10])[CH:5]=[CH:4][CH:3]=1.[F:15][C:16]([F:27])([F:26])[C:17]1[CH:18]=[C:19](B(O)O)[CH:20]=[CH:21][CH:22]=1.C([O-])([O-])=O.[Cs+].[Cs+].O. Product: [F:15][C:16]([F:27])([F:26])[C:17]1[CH:22]=[C:21]([C:2]2[N:7]=[C:6]([CH:8]([CH3:14])[C:9]([O:11][CH2:12][CH3:13])=[O:10])[CH:5]=[CH:4][CH:3]=2)[CH:20]=[CH:19][CH:18]=1. The catalyst class is: 427. (7) Reactant: [O:1]=[C:2]([C:8]1[S:9][CH:10]=[CH:11][CH:12]=1)[C:3]([O:5][CH2:6][CH3:7])=[O:4].[BH4-].[Na+]. Product: [OH:1][CH:2]([C:8]1[S:9][CH:10]=[CH:11][CH:12]=1)[C:3]([O:5][CH2:6][CH3:7])=[O:4]. The catalyst class is: 8. (8) Reactant: Cl[CH2:2][CH2:3][CH2:4][CH2:5][C:6]([C:8]1[O:9][C:10]2[CH:17]=[CH:16][C:15]([O:18][CH3:19])=[CH:14][C:11]=2[C:12]=1[CH3:13])=[O:7].CO.O1CCCC1.[CH3:27][S-:28].[Na+]. Product: [CH3:19][O:18][C:15]1[CH:16]=[CH:17][C:10]2[O:9][C:8]([C:6](=[O:7])[CH2:5][CH2:4][CH2:3][CH2:2][S:28][CH3:27])=[C:12]([CH3:13])[C:11]=2[CH:14]=1. The catalyst class is: 6. (9) Reactant: [CH3:1][C:2]1([CH3:15])[C:10]2[C:5](=[C:6]([N+:11]([O-:13])=[O:12])[CH:7]=[CH:8][CH:9]=2)[C:4](=[O:14])[NH:3]1.[H-].[Na+].[CH3:18]O.IC. Product: [CH3:18][N:3]1[C:2]([CH3:15])([CH3:1])[C:10]2[C:5](=[C:6]([N+:11]([O-:13])=[O:12])[CH:7]=[CH:8][CH:9]=2)[C:4]1=[O:14]. The catalyst class is: 20. (10) Reactant: [NH2:1][C:2]1[CH:11]=[C:10]2[C:5]([C:6]([Br:16])=[N:7][N:8]([CH:13]([CH3:15])[CH3:14])[C:9]2=[O:12])=[CH:4][CH:3]=1.[H-].[Na+].[CH3:19][N:20]=[C:21]=[O:22]. Product: [Br:16][C:6]1[C:5]2[C:10](=[CH:11][C:2]([NH:1][C:21]([NH:20][CH3:19])=[O:22])=[CH:3][CH:4]=2)[C:9](=[O:12])[N:8]([CH:13]([CH3:14])[CH3:15])[N:7]=1. The catalyst class is: 7.